This data is from NCI-60 drug combinations with 297,098 pairs across 59 cell lines. The task is: Regression. Given two drug SMILES strings and cell line genomic features, predict the synergy score measuring deviation from expected non-interaction effect. (1) Cell line: HT29. Drug 2: CN1C2=C(C=C(C=C2)N(CCCl)CCCl)N=C1CCCC(=O)O.Cl. Drug 1: CCC1=C2CN3C(=CC4=C(C3=O)COC(=O)C4(CC)O)C2=NC5=C1C=C(C=C5)O. Synergy scores: CSS=5.38, Synergy_ZIP=2.70, Synergy_Bliss=10.6, Synergy_Loewe=3.62, Synergy_HSA=7.14. (2) Drug 1: C1=C(C(=O)NC(=O)N1)N(CCCl)CCCl. Drug 2: CS(=O)(=O)CCNCC1=CC=C(O1)C2=CC3=C(C=C2)N=CN=C3NC4=CC(=C(C=C4)OCC5=CC(=CC=C5)F)Cl. Cell line: DU-145. Synergy scores: CSS=32.0, Synergy_ZIP=3.71, Synergy_Bliss=7.69, Synergy_Loewe=2.17, Synergy_HSA=5.27. (3) Drug 1: C1=CC=C(C=C1)NC(=O)CCCCCCC(=O)NO. Drug 2: C1C(C(OC1N2C=NC(=NC2=O)N)CO)O. Cell line: CAKI-1. Synergy scores: CSS=13.3, Synergy_ZIP=-8.38, Synergy_Bliss=-3.71, Synergy_Loewe=-12.5, Synergy_HSA=-6.38. (4) Drug 1: C1=CC=C(C(=C1)C(C2=CC=C(C=C2)Cl)C(Cl)Cl)Cl. Drug 2: CC1C(C(CC(O1)OC2CC(CC3=C2C(=C4C(=C3O)C(=O)C5=CC=CC=C5C4=O)O)(C(=O)C)O)N)O. Cell line: MOLT-4. Synergy scores: CSS=47.1, Synergy_ZIP=-5.51, Synergy_Bliss=-5.69, Synergy_Loewe=-23.0, Synergy_HSA=-3.59.